Regression. Given two drug SMILES strings and cell line genomic features, predict the synergy score measuring deviation from expected non-interaction effect. From a dataset of NCI-60 drug combinations with 297,098 pairs across 59 cell lines. (1) Drug 2: CC12CCC3C(C1CCC2OP(=O)(O)O)CCC4=C3C=CC(=C4)OC(=O)N(CCCl)CCCl.[Na+]. Drug 1: CC1=CC=C(C=C1)C2=CC(=NN2C3=CC=C(C=C3)S(=O)(=O)N)C(F)(F)F. Cell line: NCI-H460. Synergy scores: CSS=4.22, Synergy_ZIP=-4.97, Synergy_Bliss=-3.44, Synergy_Loewe=-3.82, Synergy_HSA=-3.94. (2) Drug 1: COC1=CC(=CC(=C1O)OC)C2C3C(COC3=O)C(C4=CC5=C(C=C24)OCO5)OC6C(C(C7C(O6)COC(O7)C8=CC=CS8)O)O. Drug 2: C1=NNC2=C1C(=O)NC=N2. Cell line: MCF7. Synergy scores: CSS=26.5, Synergy_ZIP=-7.71, Synergy_Bliss=-4.67, Synergy_Loewe=-19.5, Synergy_HSA=-2.62.